Task: Predict the product of the given reaction.. Dataset: Forward reaction prediction with 1.9M reactions from USPTO patents (1976-2016) (1) Given the reactants [Cl:1][C:2]1[C:3]2[C:11](I)=[CH:10][N:9]([CH2:13][C:14]3[C:19]([CH3:20])=[C:18]([O:21][CH3:22])[C:17]([CH3:23])=[CH:16][N:15]=3)[C:4]=2[N:5]=[C:6]([NH2:8])[N:7]=1.[C:24]([C:26]1[CH:31]=[CH:30][CH:29]=[CH:28][N:27]=1)#[CH:25], predict the reaction product. The product is: [Cl:1][C:2]1[C:3]2[C:11]([C:25]#[C:24][C:26]3[CH:31]=[CH:30][CH:29]=[CH:28][N:27]=3)=[CH:10][N:9]([CH2:13][C:14]3[C:19]([CH3:20])=[C:18]([O:21][CH3:22])[C:17]([CH3:23])=[CH:16][N:15]=3)[C:4]=2[N:5]=[C:6]([NH2:8])[N:7]=1. (2) Given the reactants Br[C:2]([OH:8])(O)[CH2:3][CH2:4]CBr.[CH2:9](N)[C:10]1C=C[CH:13]=[CH:12][CH:11]=1.C([N:20]([CH:23]([CH3:25])C)[CH2:21]C)(C)C.C([O-])([O-])=[O:27].[K+].[K+].C1(S(O)(=O)=O)C=CC=CC=1, predict the reaction product. The product is: [CH2:23]([N:20]1[CH2:4][CH:3]([OH:27])[CH:2]([OH:8])[CH2:21]1)[C:25]1[CH:13]=[CH:12][CH:11]=[CH:10][CH:9]=1. (3) Given the reactants [O:1]1[CH2:5][CH2:4][O:3][CH:2]1[C:6]1[S:10][C:9]([CH3:11])=[C:8]([C@H:12]([OH:22])[C:13]2[CH:18]=[CH:17][CH:16]=[CH:15][C:14]=2[CH2:19][CH2:20]O)[CH:7]=1.N1C=CC=CC=1.C1C=CC(P(C2C=CC=CC=2)C2C=CC=CC=2)=CC=1.[I:48]I, predict the reaction product. The product is: [O:1]1[CH2:5][CH2:4][O:3][CH:2]1[C:6]1[S:10][C:9]([CH3:11])=[C:8]([C@@H:12]([C:13]2[CH:18]=[CH:17][CH:16]=[CH:15][C:14]=2[CH2:19][CH2:20][I:48])[OH:22])[CH:7]=1. (4) Given the reactants [Si:1]([O:8][CH2:9][C@H:10]1[O:18][C@H:17]2[C@H:13]([N:14]=[C:15]([N:19]([CH3:27])[C:20](=[O:26])[O:21][C:22]([CH3:25])([CH3:24])[CH3:23])[S:16]2)[C@@H:12]([F:28])[C@@H:11]1[OH:29])([C:4]([CH3:7])([CH3:6])[CH3:5])([CH3:3])[CH3:2], predict the reaction product. The product is: [Si:1]([O:8][CH2:9][C@H:10]1[O:18][C@H:17]2[C@H:13]([N:14]=[C:15]([N:19]([CH3:27])[C:20](=[O:26])[O:21][C:22]([CH3:24])([CH3:23])[CH3:25])[S:16]2)[C@@H:12]([F:28])[C:11]1=[O:29])([C:4]([CH3:7])([CH3:5])[CH3:6])([CH3:3])[CH3:2]. (5) Given the reactants C(Cl)(=O)C.[NH:5]1[CH2:8][CH:7]([CH2:9][CH2:10][CH2:11][CH2:12][NH:13][C:14]([N:16]2[CH2:24][C:23]3[C:18](=[CH:19][CH:20]=[CH:21][CH:22]=3)[CH2:17]2)=[O:15])[CH2:6]1.NC1C=C2C(=CC=1)CN(C(N[C:38]1[CH:43]=[CH:42][C:41]([C:44](=[O:49])NCCC)=[CH:40][CH:39]=1)=O)C2, predict the reaction product. The product is: [C:44]([N:5]1[CH2:8][CH:7]([CH2:9][CH2:10][CH2:11][CH2:12][NH:13][C:14]([N:16]2[CH2:24][C:23]3[C:18](=[CH:19][CH:20]=[CH:21][CH:22]=3)[CH2:17]2)=[O:15])[CH2:6]1)(=[O:49])[C:41]1[CH:42]=[CH:43][CH:38]=[CH:39][CH:40]=1. (6) Given the reactants C(OC1C=C(C=CC=1O)C[N:8]1[CH2:13][CH2:12][CH:11]([NH:14][C:15]2[CH:23]=[C:22]([C:24]([F:27])([F:26])[F:25])[C:18]([C:19]([OH:21])=[O:20])=[CH:17][N:16]=2)[CH2:10][CH2:9]1)C.Cl.Cl.COC(=O)C1C(C(F)(F)F)=CC(NC2CCNCC2)=NC=1.[CH3:55][O:56][C:57]1[CH:64]=[CH:63][C:60]([CH:61]=O)=[CH:59][C:58]=1[O:65][CH2:66][CH2:67][CH3:68], predict the reaction product. The product is: [CH3:55][O:56][C:57]1[CH:64]=[CH:63][C:60]([CH2:61][N:8]2[CH2:13][CH2:12][CH:11]([NH:14][C:15]3[CH:23]=[C:22]([C:24]([F:26])([F:25])[F:27])[C:18]([C:19]([OH:21])=[O:20])=[CH:17][N:16]=3)[CH2:10][CH2:9]2)=[CH:59][C:58]=1[O:65][CH2:66][CH2:67][CH3:68]. (7) The product is: [C:1]12([CH2:11][C:12]([Cl:23])=[O:14])[CH2:10][CH:5]3[CH2:6][CH:7]([CH2:9][CH:3]([CH2:4]3)[CH2:2]1)[CH2:8]2. Given the reactants [C:1]12([CH2:11][C:12]([OH:14])=O)[CH2:10][CH:5]3[CH2:6][CH:7]([CH2:9][CH:3]([CH2:4]3)[CH2:2]1)[CH2:8]2.CN(C=O)C.C(Cl)(=O)C([Cl:23])=O, predict the reaction product.